Dataset: Reaction yield outcomes from USPTO patents with 853,638 reactions. Task: Predict the reaction yield, written as a fraction of the theoretical maximum amount of product (1.0 means a 100% yield; for example, 0.34 means a 34% yield). (1) The reactants are [OH:1][CH2:2][C:3]([CH3:29])([C:23]1[CH:28]=[CH:27][CH:26]=[CH:25][CH:24]=1)[CH2:4][CH2:5][CH2:6][CH2:7][S:8][CH2:9][CH2:10][CH2:11][CH2:12][C:13]([CH3:22])([C:16]1[CH:21]=[CH:20][CH:19]=[CH:18][CH:17]=1)[CH2:14][OH:15].[OH:30]O. The catalyst is C(O)(=O)C.O. The product is [OH:1][CH2:2][C:3]([CH3:29])([C:23]1[CH:28]=[CH:27][CH:26]=[CH:25][CH:24]=1)[CH2:4][CH2:5][CH2:6][CH2:7][S:8]([CH2:9][CH2:10][CH2:11][CH2:12][C:13]([CH3:22])([C:16]1[CH:21]=[CH:20][CH:19]=[CH:18][CH:17]=1)[CH2:14][OH:15])=[O:30]. The yield is 0.880. (2) The reactants are C1(C#C)C=CC=CC=1.[C:9]([C:11]1[CH:16]=[CH:15][C:14]([O:17][CH3:18])=[CH:13][CH:12]=1)#[CH:10].[N:19]([C:22]1[S:23][C:24]([C:28]([NH:30][CH2:31][C:32]2[CH:37]=[CH:36][CH:35]=[CH:34][CH:33]=2)=[O:29])=[C:25]([CH3:27])[N:26]=1)=[N+:20]=[N-:21]. No catalyst specified. The product is [CH2:31]([NH:30][C:28]([C:24]1[S:23][C:22]([N:19]2[CH:10]=[C:9]([C:11]3[CH:16]=[CH:15][C:14]([O:17][CH3:18])=[CH:13][CH:12]=3)[N:21]=[N:20]2)=[N:26][C:25]=1[CH3:27])=[O:29])[C:32]1[CH:33]=[CH:34][CH:35]=[CH:36][CH:37]=1. The yield is 0.450.